Task: Predict the reaction yield, written as a fraction of the theoretical maximum amount of product (1.0 means a 100% yield; for example, 0.34 means a 34% yield).. Dataset: Reaction yield outcomes from USPTO patents with 853,638 reactions The reactants are [F:1][C:2]1[CH:7]=[CH:6][CH:5]=[CH:4][C:3]=1[C:8]#[C:9][C:10]([OH:12])=O.Cl.[CH2:14]([O:16][C:17](=[O:21])[CH2:18][NH:19][CH3:20])[CH3:15].CN1CCOCC1. The catalyst is C(Cl)Cl.CN(C1C=CN=CC=1)C. The product is [F:1][C:2]1[CH:7]=[CH:6][CH:5]=[CH:4][C:3]=1[C:8]#[C:9][C:10]([N:19]([CH2:18][C:17]([O:16][CH2:14][CH3:15])=[O:21])[CH3:20])=[O:12]. The yield is 0.720.